From a dataset of Full USPTO retrosynthesis dataset with 1.9M reactions from patents (1976-2016). Predict the reactants needed to synthesize the given product. (1) Given the product [Cl:1][C:2]1[CH:7]=[CH:6][C:5]([C:8]2[C:17]3[C:12](=[CH:13][CH:14]=[C:15]([C:18]([NH:24][CH:25]4[CH2:27][CH2:26]4)=[O:19])[CH:16]=3)[CH:11]=[N:10][CH:9]=2)=[CH:4][CH:3]=1, predict the reactants needed to synthesize it. The reactants are: [Cl:1][C:2]1[CH:7]=[CH:6][C:5]([C:8]2[C:17]3[C:12](=[CH:13][CH:14]=[C:15]([C:18](O)=[O:19])[CH:16]=3)[CH:11]=[N:10][CH:9]=2)=[CH:4][CH:3]=1.C([N:24](CC)[CH:25]([CH3:27])[CH3:26])(C)C.F[P-](F)(F)(F)(F)F.N1(OC(N(C)C)=[N+](C)C)C2N=CC=CC=2N=N1.C1(N)CC1. (2) Given the product [CH:2]([C:3]1[CH:4]=[C:5]2[C:10](=[CH:11][CH:12]=1)[C@H:9]([NH:13][C:14](=[O:33])[CH2:15][CH:16]1[C:21](=[O:22])[NH:20][CH2:19][CH2:18][N:17]1[S:23]([C:26]1[CH:27]=[CH:28][C:29]([CH3:32])=[CH:30][CH:31]=1)(=[O:25])=[O:24])[CH2:8][CH2:7][CH2:6]2)=[O:1], predict the reactants needed to synthesize it. The reactants are: [OH:1][CH2:2][C:3]1[CH:4]=[C:5]2[C:10](=[CH:11][CH:12]=1)[C@H:9]([NH:13][C:14](=[O:33])[CH2:15][CH:16]1[C:21](=[O:22])[NH:20][CH2:19][CH2:18][N:17]1[S:23]([C:26]1[CH:31]=[CH:30][C:29]([CH3:32])=[CH:28][CH:27]=1)(=[O:25])=[O:24])[CH2:8][CH2:7][CH2:6]2. (3) Given the product [NH:54]([C:50]1[N:49]=[C:48]([CH3:57])[CH:47]=[C:52]([CH:26]2[CH2:24][CH2:23]2)[N:51]=1)[C:14]1[CH:19]=[CH:18][CH:17]=[CH:16][CH:15]=1, predict the reactants needed to synthesize it. The reactants are: CCOP(S[C:14]1[CH:15]=[CH:16][CH:17]=[CH:18][CH:19]=1)(S[C:14]1[CH:19]=[CH:18][CH:17]=[CH:16][CH:15]=1)=O.C1C=[C:24]([C@H:26]2O[C@@]2(C2C=CC(F)=CC=2)CN2N=CN=C2)[C:23](Cl)=CC=1.CCCC[C:47]1[C:52](=O)[NH:51][C:50]([NH:54]CC)=[N:49][C:48]=1[CH3:57].CCOC1SN=C(C(Cl)(Cl)Cl)N=1. (4) Given the product [CH:1]1([CH:4]([C:8]2[CH:13]=[CH:12][CH:11]=[CH:10][CH:9]=2)[C:5]([NH:24][C:21]2[CH:22]=[C:23]3[C:18](=[CH:19][CH:20]=2)[N:17]([CH:25]2[CH2:30][CH2:29][CH2:28][CH2:27][O:26]2)[N:16]=[C:15]3[I:14])=[O:7])[CH2:2][CH2:3]1, predict the reactants needed to synthesize it. The reactants are: [CH:1]1([CH:4]([C:8]2[CH:13]=[CH:12][CH:11]=[CH:10][CH:9]=2)[C:5]([OH:7])=O)[CH2:3][CH2:2]1.[I:14][C:15]1[C:23]2[C:18](=[CH:19][CH:20]=[C:21]([NH2:24])[CH:22]=2)[N:17]([CH:25]2[CH2:30][CH2:29][CH2:28][CH2:27][O:26]2)[N:16]=1. (5) Given the product [OH:6][C:7]1[CH:8]=[C:9]2[C:14](=[CH:15][CH:16]=1)[C:13](=[O:17])[C:12]([CH2:23][C:24]([O:26][CH2:27][CH3:28])=[O:25])([CH2:18][C:19]([F:20])([F:21])[F:22])[CH2:11][CH2:10]2, predict the reactants needed to synthesize it. The reactants are: CS(O)(=O)=O.[OH:6][C:7]1[CH:8]=[C:9]2[C:14](=[CH:15][CH:16]=1)[C:13](=[O:17])[C:12]([CH2:23][C:24]([OH:26])=[O:25])([CH2:18][C:19]([F:22])([F:21])[F:20])[CH2:11][CH2:10]2.[CH2:27](O)[CH3:28]. (6) Given the product [CH3:18][N:19]1[CH2:24][CH2:23][N:22]([C:25]2[CH:26]=[CH:27][C:28]([C:2]3[CH:17]=[N:16][C:5]4[NH:6][C:7]5[CH:12]=[N:11][C:10]([C:13]([OH:15])=[O:14])=[CH:9][C:8]=5[C:4]=4[CH:3]=3)=[CH:29][CH:30]=2)[CH2:21][CH2:20]1, predict the reactants needed to synthesize it. The reactants are: Br[C:2]1[CH:17]=[N:16][C:5]2[NH:6][C:7]3[CH:12]=[N:11][C:10]([C:13]([OH:15])=[O:14])=[CH:9][C:8]=3[C:4]=2[CH:3]=1.[CH3:18][N:19]1[CH2:24][CH2:23][N:22]([C:25]2[CH:30]=[CH:29][C:28](B(O)O)=[CH:27][CH:26]=2)[CH2:21][CH2:20]1.S(=O)(=O)(O)O. (7) The reactants are: Cl.[CH:2]1([CH2:5][O:6][C@H:7]2[CH2:12][CH2:11][CH2:10][CH2:9][C@H:8]2[NH2:13])[CH2:4][CH2:3]1.[C:14](Cl)(Cl)=[O:15].Cl.[CH3:19][N:20]1[CH2:25][CH2:24][N:23]([C:26]2[CH:31]=[C:30]([C:32]3[CH:41]=[C:40]4[C:35]([CH2:36][CH2:37][NH:38][CH2:39]4)=[CH:34][CH:33]=3)[N:29]=[C:28]([NH2:42])[N:27]=2)[CH2:22][CH2:21]1. Given the product [NH2:42][C:28]1[N:29]=[C:30]([C:32]2[CH:41]=[C:40]3[C:35]([CH2:36][CH2:37][N:38]([C:14]([NH:13][C@@H:8]4[CH2:9][CH2:10][CH2:11][CH2:12][C@@H:7]4[O:6][CH2:5][CH:2]4[CH2:3][CH2:4]4)=[O:15])[CH2:39]3)=[CH:34][CH:33]=2)[CH:31]=[C:26]([N:23]2[CH2:22][CH2:21][N:20]([CH3:19])[CH2:25][CH2:24]2)[N:27]=1, predict the reactants needed to synthesize it.